This data is from Reaction yield outcomes from USPTO patents with 853,638 reactions. The task is: Predict the reaction yield, written as a fraction of the theoretical maximum amount of product (1.0 means a 100% yield; for example, 0.34 means a 34% yield). (1) The reactants are C(OC([NH:8][C:9]1[O:17][C:16]2[C:11](=[N:12][CH:13]=[C:14]([C:18]3[CH:19]=[N:20][CH:21]=[N:22][CH:23]=3)[CH:15]=2)[C:10]=1[C:24]([NH:26][C:27]1[CH:28]=[N:29][CH:30]=[CH:31][C:32]=1[N:33]1[CH2:38][C@H:37]([C:39]([F:42])([F:41])[F:40])[CH2:36][C@H:35]([NH:43]C(=O)OC(C)(C)C)[CH2:34]1)=[O:25])=O)(C)(C)C.Cl.O1CCOCC1. The catalyst is CO. The product is [NH2:8][C:9]1[O:17][C:16]2[C:11](=[N:12][CH:13]=[C:14]([C:18]3[CH:23]=[N:22][CH:21]=[N:20][CH:19]=3)[CH:15]=2)[C:10]=1[C:24]([NH:26][C:27]1[CH:28]=[N:29][CH:30]=[CH:31][C:32]=1[N:33]1[CH2:38][C@H:37]([C:39]([F:40])([F:42])[F:41])[CH2:36][C@H:35]([NH2:43])[CH2:34]1)=[O:25]. The yield is 0.940. (2) The product is [CH:13]([C:10]1[CH:11]=[CH:12][C:7]([N:6]2[C:4](=[O:5])[C:3]3[C:2](=[CH:20][CH:19]=[CH:18][CH:17]=3)[N:1]=[C:31]2[C:30]2[CH:29]=[N:28][C:27]([N:21]3[CH2:26][CH2:25][CH2:24][CH2:23][CH2:22]3)=[CH:34][CH:33]=2)=[CH:8][CH:9]=1)([CH2:15][CH3:16])[CH3:14]. The catalyst is CCO. The yield is 0.350. The reactants are [NH2:1][C:2]1[CH:20]=[CH:19][CH:18]=[CH:17][C:3]=1[C:4]([NH:6][C:7]1[CH:12]=[CH:11][C:10]([CH:13]([CH2:15][CH3:16])[CH3:14])=[CH:9][CH:8]=1)=[O:5].[N:21]1([C:27]2[CH:34]=[CH:33][C:30]([CH:31]=O)=[CH:29][N:28]=2)[CH2:26][CH2:25][CH2:24][CH2:23][CH2:22]1.